From a dataset of Forward reaction prediction with 1.9M reactions from USPTO patents (1976-2016). Predict the product of the given reaction. (1) Given the reactants [Br:1][C:2]1[CH:3]=[C:4]([CH2:8][C:9]([OH:11])=O)[CH:5]=[CH:6][CH:7]=1.CN(C=O)C.[C:17](Cl)(=O)[C:18](Cl)=O.[Al+3].[Cl-].[Cl-].[Cl-], predict the reaction product. The product is: [Br:1][C:2]1[CH:3]=[C:4]2[C:5]([CH2:17][CH2:18][C:9](=[O:11])[CH2:8]2)=[CH:6][CH:7]=1. (2) Given the reactants [O:1]=[C:2]([NH:23][C:24]1[CH:25]=[C:26]2[C:39](=[CH:40][CH:41]=1)[CH2:38][C@:28]1([C:36]3[C:31](=[N:32][CH:33]=[CH:34][CH:35]=3)[NH:30][C:29]1=[O:37])[CH2:27]2)[CH2:3][NH:4][C@H:5]([C:17]1[CH:22]=[CH:21][CH:20]=[CH:19][CH:18]=1)[CH2:6][CH2:7][NH:8][C:9]1([C:14]([O-])=[O:15])[CH2:13][CH2:12][CH2:11][CH2:10]1.[K+].CCN=C=NCCCN(C)C.C1C=NC2N(O)N=NC=2C=1, predict the reaction product. The product is: [O:15]=[C:14]1[C:9]2([CH2:10][CH2:11][CH2:12][CH2:13]2)[NH:8][CH2:7][CH2:6][C@@H:5]([C:17]2[CH:22]=[CH:21][CH:20]=[CH:19][CH:18]=2)[N:4]1[CH2:3][C:2]([NH:23][C:24]1[CH:25]=[C:26]2[C:39](=[CH:40][CH:41]=1)[CH2:38][C@:28]1([C:36]3[C:31](=[N:32][CH:33]=[CH:34][CH:35]=3)[NH:30][C:29]1=[O:37])[CH2:27]2)=[O:1]. (3) Given the reactants [NH2:1][C:2]1[N:3]=[N:4][N:5]([CH2:7][CH2:8][CH2:9][CH2:10][N:11]2[CH:15]=[C:14]([C:16]([NH:18][CH2:19][C:20]3[CH:25]=[CH:24][CH:23]=[C:22]([O:26][C:27]([F:30])([F:29])[F:28])[CH:21]=3)=[O:17])[N:13]=[N:12]2)[CH:6]=1.[Cl:31][CH2:32][C:33](Cl)=[O:34].CCN(C(C)C)C(C)C.O, predict the reaction product. The product is: [Cl:31][CH2:32][C:33]([NH:1][C:2]1[N:3]=[N:4][N:5]([CH2:7][CH2:8][CH2:9][CH2:10][N:11]2[CH:15]=[C:14]([C:16]([NH:18][CH2:19][C:20]3[CH:25]=[CH:24][CH:23]=[C:22]([O:26][C:27]([F:29])([F:28])[F:30])[CH:21]=3)=[O:17])[N:13]=[N:12]2)[CH:6]=1)=[O:34]. (4) Given the reactants [CH3:1][O:2][C:3](=[O:25])[CH2:4][CH2:5][CH2:6][C:7]1[CH:12]=[CH:11][CH:10]=[CH:9][C:8]=1[N:13]([C:15](=[O:24])[C:16]1[CH:21]=[CH:20][C:19]([Cl:22])=[C:18](Br)[CH:17]=1)[CH3:14].[B:26]1([B:26]2[O:30][C:29]([CH3:32])([CH3:31])[C:28]([CH3:34])([CH3:33])[O:27]2)[O:30][C:29]([CH3:32])([CH3:31])[C:28]([CH3:34])([CH3:33])[O:27]1.C([O-])(=O)C.[K+], predict the reaction product. The product is: [CH3:1][O:2][C:3](=[O:25])[CH2:4][CH2:5][CH2:6][C:7]1[CH:12]=[CH:11][CH:10]=[CH:9][C:8]=1[N:13]([C:15](=[O:24])[C:16]1[CH:21]=[CH:20][C:19]([Cl:22])=[C:18]([B:26]2[O:30][C:29]([CH3:32])([CH3:31])[C:28]([CH3:34])([CH3:33])[O:27]2)[CH:17]=1)[CH3:14]. (5) The product is: [CH:9]1([C:16]([NH:6][CH:5]([CH3:7])[C:4]([OH:3])=[O:8])=[O:17])[CH2:15][CH2:14][CH2:13][CH2:12][CH2:11][CH2:10]1. Given the reactants Cl.C[O:3][C:4](=[O:8])[CH:5]([CH3:7])[NH2:6].[CH:9]1([C:16](Cl)=[O:17])[CH2:15][CH2:14][CH2:13][CH2:12][CH2:11][CH2:10]1, predict the reaction product. (6) Given the reactants [CH3:1][C:2]1([CH3:22])[CH2:8][O:7][C:6]2[CH:9]=[CH:10][C:11]([C:13]#[C:14][C:15]3[CH:20]=[CH:19][C:18]([OH:21])=[CH:17][CH:16]=3)=[CH:12][C:5]=2[O:4][CH2:3]1.[CH3:23][O:24][CH2:25][CH2:26]Br, predict the reaction product. The product is: [CH3:23][O:24][CH2:25][CH2:26][O:21][C:18]1[CH:17]=[CH:16][C:15]([C:14]#[C:13][C:11]2[CH:10]=[CH:9][C:6]3[O:7][CH2:8][C:2]([CH3:22])([CH3:1])[CH2:3][O:4][C:5]=3[CH:12]=2)=[CH:20][CH:19]=1.